Dataset: Reaction yield outcomes from USPTO patents with 853,638 reactions. Task: Predict the reaction yield, written as a fraction of the theoretical maximum amount of product (1.0 means a 100% yield; for example, 0.34 means a 34% yield). The reactants are [Cl:1][C:2]1[N:3]=[C:4]([O:20][CH:21]2[CH2:24][CH2:23][CH2:22]2)[C:5]2[C:10](I)=[CH:9][N:8]([CH2:12][O:13][CH2:14][CH2:15][Si:16]([CH3:19])([CH3:18])[CH3:17])[C:6]=2[N:7]=1.[CH3:25][NH:26][C:27](=[O:43])[C:28]1[CH:33]=[CH:32][C:31](B2OC(C)(C)C(C)(C)O2)=[CH:30][CH:29]=1.P([O-])([O-])([O-])=O.[K+].[K+].[K+].O1CCOCC1. The catalyst is O. The product is [Cl:1][C:2]1[N:3]=[C:4]([O:20][CH:21]2[CH2:24][CH2:23][CH2:22]2)[C:5]2[C:10]([C:31]3[CH:32]=[CH:33][C:28]([C:27]([NH:26][CH3:25])=[O:43])=[CH:29][CH:30]=3)=[CH:9][N:8]([CH2:12][O:13][CH2:14][CH2:15][Si:16]([CH3:19])([CH3:18])[CH3:17])[C:6]=2[N:7]=1. The yield is 0.657.